Dataset: Catalyst prediction with 721,799 reactions and 888 catalyst types from USPTO. Task: Predict which catalyst facilitates the given reaction. (1) Reactant: [F:1][C:2]1[CH:7]=[CH:6][CH:5]=[C:4]([F:8])[C:3]=1[C:9]1[NH:10][C:11]2[C:16]([CH:17]=1)=[CH:15][C:14]([NH:18][C:19]1[CH:24]=[CH:23][C:22]([O:25][CH3:26])=[CH:21][C:20]=1[N+:27]([O-])=O)=[CH:13][CH:12]=2. Product: [F:1][C:2]1[CH:7]=[CH:6][CH:5]=[C:4]([F:8])[C:3]=1[C:9]1[NH:10][C:11]2[C:16]([CH:17]=1)=[CH:15][C:14]([NH:18][C:19]1[C:20]([NH2:27])=[CH:21][C:22]([O:25][CH3:26])=[CH:23][CH:24]=1)=[CH:13][CH:12]=2. The catalyst class is: 99. (2) Reactant: [Br:1][C:2]1[C:11]([F:12])=[C:10]2[C:5]([C:6]([N:15]3[CH2:20][CH2:19][N:18]([C:21]([O:23][C:24]([CH3:27])([CH3:26])[CH3:25])=[O:22])[CH2:17][CH2:16]3)=[N:7][C:8]([CH2:13][OH:14])=[N:9]2)=[CH:4][C:3]=1[Cl:28]. Product: [Br:1][C:2]1[C:11]([F:12])=[C:10]2[C:5]([C:6]([N:15]3[CH2:16][CH2:17][N:18]([C:21]([O:23][C:24]([CH3:26])([CH3:25])[CH3:27])=[O:22])[CH2:19][CH2:20]3)=[N:7][C:8]([CH:13]=[O:14])=[N:9]2)=[CH:4][C:3]=1[Cl:28]. The catalyst class is: 704. (3) Reactant: F[C:2]1[CH:7]=[CH:6][CH:5]=[CH:4][C:3]=1[C:8]1O[C:10](=[O:18])[C:11]2[CH:17]=[CH:16][CH:15]=[CH:14][C:12]=2[N:13]=1.[CH2:19]([NH2:27])[CH2:20][C:21]1[CH:26]=[CH:25][CH:24]=[CH:23][CH:22]=1. Product: [CH2:19]([N:27]1[C:10](=[O:18])[C:11]2[C:12](=[CH:14][CH:15]=[CH:16][CH:17]=2)[N:13]=[C:8]1[C:3]1[CH:4]=[CH:5][CH:6]=[CH:7][C:2]=1[NH:27][CH2:19][CH2:20][C:21]1[CH:26]=[CH:25][CH:24]=[CH:23][CH:22]=1)[CH2:20][C:21]1[CH:26]=[CH:25][CH:24]=[CH:23][CH:22]=1. The catalyst class is: 8.